From a dataset of Forward reaction prediction with 1.9M reactions from USPTO patents (1976-2016). Predict the product of the given reaction. (1) Given the reactants [CH3:1][O:2][C:3]1[CH:8]=[CH:7][C:6](B(O)O)=[CH:5][CH:4]=1.[N:12]1C2C(=CC=CC=2)C=C(B(O)O)C=1.Br[C:26]1[CH:34]=[CH:33][CH:32]=[C:31]2[C:27]=1[C:28]1([C:60]3[C:51](=[CH:52][C:53]4[O:58][CH2:57][CH2:56][O:55][C:54]=4[CH:59]=3)[O:50][CH2:49]1)[C:29](=[O:48])[N:30]2[CH:35]([C:42]1[CH:47]=[CH:46][CH:45]=[CH:44]C=1)C1C=CC=CC=1, predict the reaction product. The product is: [CH3:1][O:2][C:3]1[CH:8]=[CH:7][C:6]([C:26]2[CH:34]=[CH:33][CH:32]=[C:31]3[C:27]=2[C:28]2([C:60]4=[CH:59][C:54]5[O:55][CH2:56][CH2:57][O:58][C:53]=5[CH:52]=[C:51]4[O:50][CH2:49]2)[C:29](=[O:48])[N:30]3[CH2:35][C:42]2[CH:47]=[CH:46][CH:45]=[CH:44][N:12]=2)=[CH:5][CH:4]=1. (2) Given the reactants [N+:1]([C:4]1[CH:8]=[CH:7][NH:6][N:5]=1)([O-:3])=[O:2].Cl[C:10]1[C:15]([Cl:16])=[CH:14][CH:13]=[CH:12][N:11]=1.C(=O)([O-])[O-].[K+].[K+].O, predict the reaction product. The product is: [Cl:16][C:15]1[C:10]([N:6]2[CH:7]=[CH:8][C:4]([N+:1]([O-:3])=[O:2])=[N:5]2)=[N:11][CH:12]=[CH:13][CH:14]=1. (3) The product is: [NH2:1][C:2]1[CH:3]=[C:4]([CH2:8][CH2:9][CH2:10][CH2:11][O:12][CH2:13][CH2:14][CH2:15][CH2:16][CH2:17][CH2:18][N:19]2[CH2:23][C@@H:22]([C:24]3[CH:35]=[CH:34][C:27]4[O:28][C:29]([CH3:32])([CH3:33])[O:30][CH2:31][C:26]=4[CH:25]=3)[O:21][C:20]2=[O:36])[CH:5]=[CH:6][CH:7]=1. Given the reactants [NH2:1][C:2]1[CH:3]=[C:4]([C:8]#[C:9][CH2:10][CH2:11][O:12][CH2:13][CH2:14][CH2:15][CH2:16][CH2:17][CH2:18][N:19]2[CH2:23][C@@H:22]([C:24]3[CH:35]=[CH:34][C:27]4[O:28][C:29]([CH3:33])([CH3:32])[O:30][CH2:31][C:26]=4[CH:25]=3)[O:21][C:20]2=[O:36])[CH:5]=[CH:6][CH:7]=1, predict the reaction product.